From a dataset of Reaction yield outcomes from USPTO patents with 853,638 reactions. Predict the reaction yield, written as a fraction of the theoretical maximum amount of product (1.0 means a 100% yield; for example, 0.34 means a 34% yield). (1) The reactants are [CH3:1][C:2]1[CH:7]=[C:6]([OH:8])[CH:5]=[C:4]([CH3:9])[C:3]=1[C:10]1[CH:15]=[CH:14][CH:13]=[C:12]([CH2:16][O:17][CH:18]2[CH2:23][CH2:22][CH2:21][CH2:20][O:19]2)[CH:11]=1.[CH2:24](O)[C:25]1[CH:30]=[CH:29][CH:28]=[CH:27][CH:26]=1.C(P(CCCC)CCCC)CCC.N(C(N1CCCCC1)=O)=NC(N1CCCCC1)=O. The catalyst is C1(C)C=CC=CC=1.CCCCCC. The product is [CH2:24]([O:8][C:6]1[CH:7]=[C:2]([CH3:1])[C:3]([C:10]2[CH:15]=[CH:14][CH:13]=[C:12]([CH2:16][O:17][CH:18]3[CH2:23][CH2:22][CH2:21][CH2:20][O:19]3)[CH:11]=2)=[C:4]([CH3:9])[CH:5]=1)[C:25]1[CH:30]=[CH:29][CH:28]=[CH:27][CH:26]=1. The yield is 0.750. (2) The reactants are [Si:1](Cl)([C:4]([CH3:7])([CH3:6])[CH3:5])([CH3:3])[CH3:2].[Cl:9][C:10]1[N:15]=[C:14]([NH:16][CH2:17][CH2:18][CH2:19][OH:20])[C:13]([F:21])=[CH:12][N:11]=1.C(N(CC)CC)C. The catalyst is ClCCl.CN(C1C=CC=CN=1)C. The product is [Si:1]([O:20][CH2:19][CH2:18][CH2:17][NH:16][C:14]1[C:13]([F:21])=[CH:12][N:11]=[C:10]([Cl:9])[N:15]=1)([C:4]([CH3:7])([CH3:6])[CH3:5])([CH3:3])[CH3:2]. The yield is 0.860. (3) The reactants are [Br:1][C:2]1[CH:7]=[CH:6][C:5]([Cl:8])=[C:4]([CH2:9]Br)[CH:3]=1.[CH3:11][C:12]1[N:17]=[C:16]([SH:18])[N:15]=[C:14]([OH:19])[CH:13]=1.C(N(CC)CC)C. The catalyst is C(O)C. The product is [Br:1][C:2]1[CH:7]=[CH:6][C:5]([Cl:8])=[C:4]([CH2:9][S:18][C:16]2[N:15]=[C:14]([OH:19])[CH:13]=[C:12]([CH3:11])[N:17]=2)[CH:3]=1. The yield is 0.560. (4) The reactants are [CH:1]1([CH2:6][C@@H:7]([C:12]([N:14]2[CH:18]([C:19]([NH:21][C:22]3[CH:27]=[CH:26][CH:25]=[C:24]([CH2:28][CH3:29])[N:23]=3)=[O:20])[CH2:17][CH:16]=[N:15]2)=[O:13])[CH2:8][C:9]([OH:11])=O)[CH2:5][CH2:4][CH2:3][CH2:2]1.[C:30]1([CH2:36][O:37][NH2:38])[CH:35]=[CH:34][CH:33]=[CH:32][CH:31]=1.CN1CCOCC1.N1C2C(=NC=CC=2)N(O)N=1.C(Cl)CCl. The catalyst is ClCCl. The product is [CH:1]1([CH2:6][C@H:7]([CH2:8][C:9](=[O:11])[NH:38][O:37][CH2:36][C:30]2[CH:35]=[CH:34][CH:33]=[CH:32][CH:31]=2)[C:12]([N:14]2[C@H:18]([C:19]([NH:21][C:22]3[CH:27]=[CH:26][CH:25]=[C:24]([CH2:28][CH3:29])[N:23]=3)=[O:20])[CH2:17][CH:16]=[N:15]2)=[O:13])[CH2:5][CH2:4][CH2:3][CH2:2]1. The yield is 0.290. (5) The reactants are [C:1](=O)([O-])[O-].[Cs+].[Cs+].BrC[CH2:9][CH:10]1O[CH2:13][CH2:12][O:11]1.CN(C)[CH:17]=[O:18].[Cl:20][C:21]1[CH:22]=[C:23]([OH:28])[CH:24]=[N:25][C:26]=1[F:27]. The catalyst is O. The product is [Cl:20][C:21]1[C:26]([F:27])=[N:25][CH:24]=[C:23]([O:28][CH2:9][CH:10]([O:18][CH2:17][CH3:1])[O:11][CH2:12][CH3:13])[CH:22]=1. The yield is 0.620. (6) The reactants are [Cl:1][C:2]1[C:3]([O:12][C:13]2[CH:18]=[C:17]([O:19][CH2:20][CH2:21][CH2:22][S:23]([CH3:26])(=[O:25])=[O:24])[CH:16]=[CH:15][C:14]=2/[CH:27]=[CH:28]/[C:29](O)=[O:30])=[N:4][CH:5]=[C:6]([C:8]([F:11])([F:10])[F:9])[CH:7]=1.Cl.C(N=C=NCCCN(C)C)C.[CH2:44]([S:49]([NH2:52])(=[O:51])=[O:50])[CH2:45][CH2:46][CH2:47][CH3:48].Cl. The yield is 0.560. The catalyst is C(#N)C.CN(C)C1C=CN=CC=1. The product is [Cl:1][C:2]1[C:3]([O:12][C:13]2[CH:18]=[C:17]([O:19][CH2:20][CH2:21][CH2:22][S:23]([CH3:26])(=[O:24])=[O:25])[CH:16]=[CH:15][C:14]=2/[CH:27]=[CH:28]/[C:29]([NH:52][S:49]([CH2:44][CH2:45][CH2:46][CH2:47][CH3:48])(=[O:51])=[O:50])=[O:30])=[N:4][CH:5]=[C:6]([C:8]([F:11])([F:9])[F:10])[CH:7]=1.